Dataset: Full USPTO retrosynthesis dataset with 1.9M reactions from patents (1976-2016). Task: Predict the reactants needed to synthesize the given product. (1) Given the product [F:43][C:42]([F:45])([F:44])[C:40]1[CH:39]=[C:5]([CH:4]=[C:3]([C:2]([F:46])([F:1])[F:47])[CH:41]=1)[CH2:6][N:7]([C:33]1[N:34]=[N:35][N:36]([CH3:38])[N:37]=1)[C@H:8]1[CH2:14][CH2:13][CH2:12][N:11]([CH2:15][C:16]2[CH:23]=[CH:22][C:19]([C:20]3[NH:50][N:49]=[N:48][N:21]=3)=[CH:18][CH:17]=2)[C:10]2[CH:24]=[C:25]([C:29]([F:30])([F:31])[F:32])[C:26]([CH3:28])=[CH:27][C:9]1=2, predict the reactants needed to synthesize it. The reactants are: [F:1][C:2]([F:47])([F:46])[C:3]1[CH:4]=[C:5]([CH:39]=[C:40]([C:42]([F:45])([F:44])[F:43])[CH:41]=1)[CH2:6][N:7]([C:33]1[N:34]=[N:35][N:36]([CH3:38])[N:37]=1)[C@H:8]1[CH2:14][CH2:13][CH2:12][N:11]([CH2:15][C:16]2[CH:23]=[CH:22][C:19]([C:20]#[N:21])=[CH:18][CH:17]=2)[C:10]2[CH:24]=[C:25]([C:29]([F:32])([F:31])[F:30])[C:26]([CH3:28])=[CH:27][C:9]1=2.[N-:48]=[N+:49]=[N-:50].[Na+].Cl.C(N(CC)CC)C. (2) Given the product [CH3:1][O:2][C:3](=[O:41])[CH2:4][CH2:5][C:6]1[CH:11]=[CH:10][CH:9]=[C:8]([CH2:12][C:13](=[O:40])[NH:14][C:15]2[CH:20]=[CH:19][CH:18]=[CH:17][C:16]=2[S:21](=[O:39])(=[O:38])[NH:22][C:23]([C@@:25]2([NH2:30])[CH2:27][C@H:26]2[CH:28]=[CH2:29])=[O:24])[CH:7]=1, predict the reactants needed to synthesize it. The reactants are: [CH3:1][O:2][C:3](=[O:41])[CH2:4][CH2:5][C:6]1[CH:11]=[CH:10][CH:9]=[C:8]([CH2:12][C:13](=[O:40])[NH:14][C:15]2[CH:20]=[CH:19][CH:18]=[CH:17][C:16]=2[S:21](=[O:39])(=[O:38])[NH:22][C:23]([C@@:25]2([NH:30]C(OC(C)(C)C)=O)[CH2:27][C@H:26]2[CH:28]=[CH2:29])=[O:24])[CH:7]=1.Cl.